Task: Regression. Given two drug SMILES strings and cell line genomic features, predict the synergy score measuring deviation from expected non-interaction effect.. Dataset: NCI-60 drug combinations with 297,098 pairs across 59 cell lines Drug 1: CNC(=O)C1=CC=CC=C1SC2=CC3=C(C=C2)C(=NN3)C=CC4=CC=CC=N4. Drug 2: CC1C(C(CC(O1)OC2CC(CC3=C2C(=C4C(=C3O)C(=O)C5=C(C4=O)C(=CC=C5)OC)O)(C(=O)CO)O)N)O.Cl. Cell line: U251. Synergy scores: CSS=47.2, Synergy_ZIP=1.42, Synergy_Bliss=3.10, Synergy_Loewe=6.18, Synergy_HSA=6.87.